This data is from Peptide-MHC class I binding affinity with 185,985 pairs from IEDB/IMGT. The task is: Regression. Given a peptide amino acid sequence and an MHC pseudo amino acid sequence, predict their binding affinity value. This is MHC class I binding data. (1) The peptide sequence is STLNFNNLR. The MHC is H-2-Kb with pseudo-sequence H-2-Kb. The binding affinity (normalized) is 0.0773. (2) The peptide sequence is YRATYSMAL. The MHC is HLA-A80:01 with pseudo-sequence HLA-A80:01. The binding affinity (normalized) is 0.0847. (3) The peptide sequence is FLQQRKPPL. The MHC is HLA-B15:17 with pseudo-sequence HLA-B15:17. The binding affinity (normalized) is 0.0847. (4) The peptide sequence is MVSVYQSL. The MHC is H-2-Kb with pseudo-sequence H-2-Kb. The binding affinity (normalized) is 0.564. (5) The peptide sequence is REIGFIVPGL. The MHC is HLA-B40:01 with pseudo-sequence HLA-B40:01. The binding affinity (normalized) is 1.00.